This data is from Forward reaction prediction with 1.9M reactions from USPTO patents (1976-2016). The task is: Predict the product of the given reaction. (1) Given the reactants [NH2:1][C@H:2]([C:13]([OH:15])=[O:14])[CH2:3][C:4]1[C:12]2[C:7](=[CH:8][CH:9]=[CH:10][CH:11]=2)[NH:6][CH:5]=1.[CH2:16]([O:23][C:24](Cl)=[O:25])[C:17]1[CH:22]=[CH:21][CH:20]=[CH:19][CH:18]=1.Cl, predict the reaction product. The product is: [NH:1]([C:24]([O:23][CH2:16][C:17]1[CH:22]=[CH:21][CH:20]=[CH:19][CH:18]=1)=[O:25])[C@H:2]([C:13]([OH:15])=[O:14])[CH2:3][C:4]1[C:12]2[C:7](=[CH:8][CH:9]=[CH:10][CH:11]=2)[NH:6][CH:5]=1. (2) Given the reactants [CH3:1][O:2][C:3]([C:5]1[NH:32][C:8]2=[N:9][CH:10]=[C:11]([CH2:13][N:14]([C:25]([O:27][C:28]([CH3:31])([CH3:30])[CH3:29])=[O:26])[CH2:15][C:16]3[CH:21]=[CH:20][CH:19]=[C:18]([N+:22]([O-])=O)[CH:17]=3)[CH:12]=[C:7]2[CH:6]=1)=[O:4], predict the reaction product. The product is: [CH3:1][O:2][C:3]([C:5]1[NH:32][C:8]2=[N:9][CH:10]=[C:11]([CH2:13][N:14]([C:25]([O:27][C:28]([CH3:30])([CH3:29])[CH3:31])=[O:26])[CH2:15][C:16]3[CH:21]=[CH:20][CH:19]=[C:18]([NH2:22])[CH:17]=3)[CH:12]=[C:7]2[CH:6]=1)=[O:4]. (3) The product is: [CH3:31][C:14]1[N:15]([CH2:25][C:26]([O:28][CH2:29][CH3:30])=[O:27])[C:16]2[CH2:17][C:18]([CH3:24])([CH3:23])[CH2:19][C:20](=[O:22])[C:21]=2[C:13]=1[S:12][C:6]1[CH:7]=[CH:8][C:9]([CH3:11])=[CH:10][C:5]=1[S:2]([N:32]1[CH2:36][CH2:35][CH2:34][CH2:33]1)(=[O:4])=[O:3]. Given the reactants Cl[S:2]([C:5]1[CH:10]=[C:9]([CH3:11])[CH:8]=[CH:7][C:6]=1[S:12][C:13]1[C:21]2[C:20](=[O:22])[CH2:19][C:18]([CH3:24])([CH3:23])[CH2:17][C:16]=2[N:15]([CH2:25][C:26]([O:28][CH2:29][CH3:30])=[O:27])[C:14]=1[CH3:31])(=[O:4])=[O:3].[NH:32]1[CH2:36][CH2:35][CH2:34][CH2:33]1, predict the reaction product. (4) Given the reactants Br[C:2]1[S:6][C:5]([C:7]2[CH:12]=[CH:11][N:10]=[C:9]([NH:13][CH2:14][CH2:15][N:16]3[CH2:20][CH2:19][NH:18][C:17]3=[O:21])[N:8]=2)=[CH:4][CH:3]=1.C([C:24]1[CH:29]=[CH:28][C:27](B(O)O)=[CH:26][CH:25]=1)C.[C:33](=O)([O-])[O-:34].[Na+].[Na+], predict the reaction product. The product is: [CH3:33][O:34][C:24]1[CH:29]=[CH:28][C:27]([C:2]2[S:6][C:5]([C:7]3[CH:12]=[CH:11][N:10]=[C:9]([NH:13][CH2:14][CH2:15][N:16]4[CH2:20][CH2:19][NH:18][C:17]4=[O:21])[N:8]=3)=[CH:4][CH:3]=2)=[CH:26][CH:25]=1. (5) Given the reactants [ClH:1].[N:2]12[CH2:11][CH:6]3[CH2:7][CH:8]([CH2:10][CH:4]([C@H:5]3[NH2:12])[CH2:3]1)[CH2:9]2.[S:13]1[C:17]([C:18](O)=[O:19])=[CH:16][CH:15]=[C:14]1[C:21]1[S:22][CH:23]=[CH:24][CH:25]=1.N, predict the reaction product. The product is: [ClH:1].[N:2]12[CH2:11][CH:6]3[CH2:7][CH:8]([CH2:10][CH:4]([C@H:5]3[NH:12][C:18]([C:17]3[S:13][C:14]([C:21]4[S:22][CH:23]=[CH:24][CH:25]=4)=[CH:15][CH:16]=3)=[O:19])[CH2:3]1)[CH2:9]2. (6) Given the reactants [Cl:1][C:2]1[C:3]([C:30]2[S:34][C:33]([C:35]3([O:39][CH2:40][O:41][CH3:42])[CH2:38][CH2:37][CH2:36]3)=[N:32][CH:31]=2)=[C:4]2[CH:10]=[C:9]([C:11]3[CH:17]=[CH:16][C:14]([NH2:15])=[CH:13][C:12]=3[O:18][CH3:19])[N:8](S(C3C=CC(C)=CC=3)(=O)=O)[C:5]2=[N:6][CH:7]=1.ClC1C(C2SC(C3(O)CCC3)=NC=2)=C2C=C(C3C=NN(CCN4CCOCC4)C=3)N(S(C3C=CC(C)=CC=3)(=O)=O)C2=NC=1, predict the reaction product. The product is: [Cl:1][C:2]1[C:3]([C:30]2[S:34][C:33]([C:35]3([O:39][CH2:40][O:41][CH3:42])[CH2:38][CH2:37][CH2:36]3)=[N:32][CH:31]=2)=[C:4]2[CH:10]=[C:9]([C:11]3[CH:17]=[CH:16][C:14]([NH2:15])=[CH:13][C:12]=3[O:18][CH3:19])[NH:8][C:5]2=[N:6][CH:7]=1. (7) Given the reactants [CH3:1][CH:2]([CH2:8][CH2:9][C:10](=[O:12])[CH3:11])[C:3]([O:5][CH2:6][CH3:7])=[O:4].[CH3:13][Si:14]([CH3:21])([CH3:20])[N-][Si:14]([CH3:21])([CH3:20])[CH3:13].C[Si](I)(C)C, predict the reaction product. The product is: [CH3:1][CH:2]([CH2:8]/[CH:9]=[C:10](\[O:12][Si:14]([CH3:21])([CH3:20])[CH3:13])/[CH3:11])[C:3]([O:5][CH2:6][CH3:7])=[O:4]. (8) Given the reactants [Cl:1][C:2]1[CH:3]=[C:4]([S:8](Cl)(=[O:10])=[O:9])[CH:5]=[CH:6][CH:7]=1.[CH3:12][C:13]1[N:17]([CH:18]2[CH2:24][C@H:23]3[N:25]([CH2:26][CH2:27][C:28]4([C:34]5[CH:39]=[CH:38][CH:37]=[CH:36][CH:35]=5)[CH2:33][CH2:32][NH:31][CH2:30][CH2:29]4)[C@H:20]([CH2:21][CH2:22]3)[CH2:19]2)[C:16]2[CH:40]=[CH:41][CH:42]=[CH:43][C:15]=2[N:14]=1, predict the reaction product. The product is: [Cl:1][C:2]1[CH:3]=[C:4]([S:8]([N:31]2[CH2:30][CH2:29][C:28]([CH2:27][CH2:26][N:25]3[C@H:20]4[CH2:21][CH2:22][C@@H:23]3[CH2:24][CH:18]([N:17]3[C:16]5[CH:40]=[CH:41][CH:42]=[CH:43][C:15]=5[N:14]=[C:13]3[CH3:12])[CH2:19]4)([C:34]3[CH:35]=[CH:36][CH:37]=[CH:38][CH:39]=3)[CH2:33][CH2:32]2)(=[O:10])=[O:9])[CH:5]=[CH:6][CH:7]=1. (9) Given the reactants [CH:1](=O)[CH2:2][CH2:3]/[CH:4]=[CH:5]\[CH2:6][CH3:7].[Br-].[C:10]([CH2:12][CH2:13][CH2:14][P+](C1C=CC=CC=1)(C1C=CC=CC=1)C1C=CC=CC=1)#N.C(=O)([O-])[O-].[K+].[K+].C[N:41](C=O)C, predict the reaction product. The product is: [C:1](#[N:41])[CH2:2][CH2:3]/[CH:4]=[CH:5]\[CH2:6][CH2:7]/[CH:10]=[CH:12]\[CH2:13][CH3:14].